From a dataset of Peptide-MHC class I binding affinity with 185,985 pairs from IEDB/IMGT. Regression. Given a peptide amino acid sequence and an MHC pseudo amino acid sequence, predict their binding affinity value. This is MHC class I binding data. (1) The peptide sequence is ELWKDVDRI. The MHC is HLA-A02:02 with pseudo-sequence HLA-A02:02. The binding affinity (normalized) is 0.271. (2) The peptide sequence is EIRHRSGIQ. The MHC is HLA-B58:01 with pseudo-sequence HLA-B58:01. The binding affinity (normalized) is 0.0847.